This data is from Reaction yield outcomes from USPTO patents with 853,638 reactions. The task is: Predict the reaction yield, written as a fraction of the theoretical maximum amount of product (1.0 means a 100% yield; for example, 0.34 means a 34% yield). (1) The reactants are [CH2:1]1[C:10]2[C:5](=[CH:6][CH:7]=[CH:8][CH:9]=2)[CH2:4][CH2:3][NH:2]1.C(N(CC)CC)C.[CH2:18]([O:25][C:26]([N:28]1[CH2:33][CH2:32][CH:31]([CH:34]([C:40]([O:42][C:43]([CH3:46])([CH3:45])[CH3:44])=[O:41])[CH2:35][S:36](Cl)(=[O:38])=[O:37])[CH2:30][CH2:29]1)=[O:27])[C:19]1[CH:24]=[CH:23][CH:22]=[CH:21][CH:20]=1. The catalyst is ClCCl. The product is [CH2:18]([O:25][C:26]([N:28]1[CH2:33][CH2:32][CH:31]([CH:34]([C:40]([O:42][C:43]([CH3:46])([CH3:45])[CH3:44])=[O:41])[CH2:35][S:36]([N:2]2[CH2:3][CH2:4][C:5]3[C:10](=[CH:9][CH:8]=[CH:7][CH:6]=3)[CH2:1]2)(=[O:38])=[O:37])[CH2:30][CH2:29]1)=[O:27])[C:19]1[CH:20]=[CH:21][CH:22]=[CH:23][CH:24]=1. The yield is 0.830. (2) The catalyst is [Pd]. The reactants are C[C:2]1[CH:7]=[CH:6][C:5]([N+:8]([O-])=O)=[CH:4][C:3]=1[S:11]([N:14]([CH3:16])[CH3:15])(=[O:13])=[O:12].[CH2:17](O)C. The yield is 0.980. The product is [NH2:8][C:5]1[C:4]([CH3:17])=[C:3]([S:11]([N:14]([CH3:15])[CH3:16])(=[O:12])=[O:13])[CH:2]=[CH:7][CH:6]=1. (3) The product is [C:1]([C:5]1[O:9][N:8]=[C:7]([NH:10][C:11]([NH:13][C:14]2[CH:19]=[CH:18][CH:17]=[C:16]([S:20][C:21]3[C:30]4[C:25](=[CH:26][C:27]([O:33][CH2:34][CH2:35][CH2:36][N:38]5[CH2:42][CH2:41][CH2:40][CH2:39]5)=[C:28]([O:31][CH3:32])[CH:29]=4)[N:24]=[CH:23][N:22]=3)[CH:15]=2)=[O:12])[CH:6]=1)([CH3:4])([CH3:3])[CH3:2]. The yield is 0.0600. No catalyst specified. The reactants are [C:1]([C:5]1[O:9][N:8]=[C:7]([NH:10][C:11]([NH:13][C:14]2[CH:19]=[CH:18][CH:17]=[C:16]([S:20][C:21]3[C:30]4[C:25](=[CH:26][C:27]([O:33][CH2:34][CH2:35][CH2:36]Cl)=[C:28]([O:31][CH3:32])[CH:29]=4)[N:24]=[CH:23][N:22]=3)[CH:15]=2)=[O:12])[CH:6]=1)([CH3:4])([CH3:3])[CH3:2].[NH:38]1[CH2:42][CH2:41][CH2:40][CH2:39]1. (4) The reactants are [Cl:1][C:2]1[C:11]2[CH:10]=[N:9][CH:8]=[N:7][C:6]=2[N:5]=[C:4](Cl)[C:3]=1[C:13]1[C:18]([F:19])=[CH:17][C:16]([F:20])=[CH:15][C:14]=1[F:21].[CH3:22][CH:23]1[CH2:28][CH2:27][NH:26][CH2:25][CH2:24]1.O. The catalyst is ClCCl.C(N(CC)CC)C. The product is [Cl:1][C:2]1[C:11]2[CH:10]=[N:9][CH:8]=[N:7][C:6]=2[N:5]=[C:4]([N:26]2[CH2:27][CH2:28][CH:23]([CH3:22])[CH2:24][CH2:25]2)[C:3]=1[C:13]1[C:18]([F:19])=[CH:17][C:16]([F:20])=[CH:15][C:14]=1[F:21]. The yield is 0.850. (5) The reactants are [CH3:1][O:2][C:3]([C:5]1[N:6]([CH3:21])[N:7]=[C:8]([NH:10]C(OCC2C=CC=CC=2)=O)[CH:9]=1)=[O:4]. The catalyst is [Pd].CO. The product is [CH3:1][O:2][C:3]([C:5]1[N:6]([CH3:21])[N:7]=[C:8]([NH2:10])[CH:9]=1)=[O:4]. The yield is 0.980. (6) The reactants are [H-].[Na+].C(OP([CH2:11][C:12]([O:14][CH2:15][CH3:16])=[O:13])(OCC)=O)C.[CH2:17]([C@H:19]1[C@@H:23]([C:24]2[N:28]3[C:29]4[CH:35]=[CH:34][N:33]([S:36]([C:39]5[CH:45]=[CH:44][C:42]([CH3:43])=[CH:41][CH:40]=5)(=[O:38])=[O:37])[C:30]=4[N:31]=[CH:32][C:27]3=[N:26][N:25]=2)[CH2:22][C:21](=O)[CH2:20]1)[CH3:18].C([O-])(O)=O.[Na+]. The catalyst is C1COCC1.CCOC(C)=O. The product is [CH2:17]([C@H:19]1[C@@H:23]([C:24]2[N:28]3[C:29]4[CH:35]=[CH:34][N:33]([S:36]([C:39]5[CH:40]=[CH:41][C:42]([CH3:43])=[CH:44][CH:45]=5)(=[O:37])=[O:38])[C:30]=4[N:31]=[CH:32][C:27]3=[N:26][N:25]=2)[CH2:22]/[C:21](=[CH:11]/[C:12]([O:14][CH2:15][CH3:16])=[O:13])/[CH2:20]1)[CH3:18]. The yield is 0.740. (7) The reactants are [C:1]1([C:7]2[N:12]=[C:11]3[S:13][C:14]4[CH2:18][CH2:17][CH2:16][C:15]=4[C:10]3=[C:9]([C:19]3[CH:24]=[CH:23][C:22]([CH3:25])=[CH:21][CH:20]=3)[C:8]=2[CH2:26][C:27]([O:29][CH3:30])=[O:28])[CH:6]=[CH:5][CH:4]=[CH:3][CH:2]=1.[Li+].C[Si]([N-][Si](C)(C)C)(C)C.[CH2:41]1[CH2:45]OC[CH2:42]1.ICCC. The catalyst is CN(C=O)C. The product is [C:1]1([C:7]2[N:12]=[C:11]3[S:13][C:14]4[CH2:18][CH2:17][CH2:16][C:15]=4[C:10]3=[C:9]([C:19]3[CH:20]=[CH:21][C:22]([CH3:25])=[CH:23][CH:24]=3)[C:8]=2[CH:26]([CH2:42][CH2:41][CH3:45])[C:27]([O:29][CH3:30])=[O:28])[CH:6]=[CH:5][CH:4]=[CH:3][CH:2]=1. The yield is 0.950.